This data is from Experimentally validated miRNA-target interactions with 360,000+ pairs, plus equal number of negative samples. The task is: Binary Classification. Given a miRNA mature sequence and a target amino acid sequence, predict their likelihood of interaction. (1) The miRNA is rno-miR-290 with sequence UCUCAAACUAUGGGGGCA. The protein sequence of the target gene is MAAPVDGSSGGWAARALRRALALTSLTTLALLASLTGLLLSGPAGALPTLGPGWQRQNPDPPVSRTRSLLLDAASGQLRLEDGFHPDAVAWANLTNAIRETGWAYLDLSTNGRYNDSLQAYAAGVVEASVSEELIYMHWMNTVVNYCGPFEYEVGYCEKLKNFLEANLEWMQREMELNPDSPYWHQVRLTLLQLKGLEDSYEGRLTFPTGRFTIKPLGFLLLQISGDLEDLEPALNKTNTKPSLGSGSCSALIKLLPGGHDLLVAHNTWNSYQNMLRIIKKYRLQFREGPQEEYPLVAGN.... Result: 0 (no interaction). (2) The miRNA is hsa-miR-7157-3p with sequence UCUGUGCUACUGGAUGAAGAGU. The protein sequence of the target gene is MSEQSKDLSDPNFAAEAPNSEVHSSPGVSEGVPPSATLAEPQSPPLGPTAAPQAAPPPQAPNDEGDPKALQQAAEEGRAHQAPSAAQPGPAPPAPAQLVQKAHELMWYVLVKDQKKMIIWFPDMVKDVIGSYKKWCRSILRRTSLILARVFGLHLRLTSLHTMEFALVKALEPEELDRVALSNRMPMTGLLLMILSLIYVKGRGARESAVWNVLRILGLRPWKKHSTFGDVRKLITEEFVQMNYLKYQRVPYVEPPEYEFFWGSRASREITKMQIMEFLARVFKKDPQAWPSRYREALEE.... Result: 0 (no interaction). (3) The miRNA is hsa-miR-15b-3p with sequence CGAAUCAUUAUUUGCUGCUCUA. The protein sequence of the target gene is MSREPTPPLPGDMSTGPIAESWCYTQVKVVKFSYMWTINNFSFCREEMGEVLKSSTFSSGPSDKMKWCLRVNPKGLDDESKDYLSLYLLLVSCPKSEVRAKFKFSLLNAKREETKAMESQRAYRFVQGKDWGFKKFIRRDFLLDEANGLLPDDKLTLFCEVSVVQDSVNISGHTNTNTLKVPECRLAEDLGNLWENTRFTDCSFFVRGQEFKAHKSVLAARSPVFNAMFEHEMEESKKNRVEINDLDPEVFKEMMRFIYTGRAPNLDKMADNLLAAADKYALERLKVMCEEALCSNLSVE.... Result: 0 (no interaction).